This data is from Catalyst prediction with 721,799 reactions and 888 catalyst types from USPTO. The task is: Predict which catalyst facilitates the given reaction. (1) Product: [F:1][C:2]([F:13])([F:12])[C:3]1[CH:4]=[C:5]([CH:9]([NH2:16])[CH3:10])[CH:6]=[CH:7][CH:8]=1. The catalyst class is: 8. Reactant: [F:1][C:2]([F:13])([F:12])[C:3]1[CH:4]=[C:5]([C:9](=O)[CH3:10])[CH:6]=[CH:7][CH:8]=1.[BH4-].[Na+].[NH3:16]. (2) Reactant: [CH3:1][N:2]1[CH:6]=[CH:5][N:4]=[C:3]1[C:7]1[CH2:8][CH2:9][N:10]([C:13]([O:15][C:16]([CH3:19])([CH3:18])[CH3:17])=[O:14])[CH2:11][CH:12]=1. Product: [CH3:1][N:2]1[CH:6]=[CH:5][N:4]=[C:3]1[CH:7]1[CH2:12][CH2:11][N:10]([C:13]([O:15][C:16]([CH3:19])([CH3:18])[CH3:17])=[O:14])[CH2:9][CH2:8]1. The catalyst class is: 19. (3) Reactant: C(OC([N:8]1[CH2:13][CH2:12][CH2:11][C@H:10]([C:14]2[O:18][N:17]=[C:16]([O:19][C:20]3[CH:25]=[CH:24][CH:23]=[C:22]([F:26])[CH:21]=3)[N:15]=2)[CH2:9]1)=O)(C)(C)C.[ClH:27]. Product: [ClH:27].[F:26][C:22]1[CH:21]=[C:20]([CH:25]=[CH:24][CH:23]=1)[O:19][C:16]1[N:15]=[C:14]([C@H:10]2[CH2:11][CH2:12][CH2:13][NH:8][CH2:9]2)[O:18][N:17]=1. The catalyst class is: 2. (4) Reactant: [F:1][C:2]1[CH:3]=[C:4]([CH:8]=[CH:9][C:10]=1[F:11])[C:5]([OH:7])=O.[C:12]([O:16][C:17](=[O:26])[NH:18][C@H:19]1[CH2:24][CH2:23][C@@H:22]([NH2:25])[CH2:21][CH2:20]1)([CH3:15])([CH3:14])[CH3:13].CCN(CC)CC.C1C=CC2N(O)N=NC=2C=1.O.CCN=C=NCCCN(C)C.Cl. Product: [C:12]([O:16][C:17](=[O:26])[NH:18][C@H:19]1[CH2:20][CH2:21][C@@H:22]([NH:25][C:5]([C:4]2[CH:8]=[CH:9][C:10]([F:11])=[C:2]([F:1])[CH:3]=2)=[O:7])[CH2:23][CH2:24]1)([CH3:15])([CH3:13])[CH3:14]. The catalyst class is: 18. (5) Reactant: C(Cl)(=O)C(Cl)=O.CS(C)=O.[C:11]([O:15][C:16]([N:18]1[CH2:21][CH:20]([CH2:22][OH:23])[CH2:19]1)=[O:17])([CH3:14])([CH3:13])[CH3:12].C(N(CC)CC)C.Cl. Product: [C:11]([O:15][C:16]([N:18]1[CH2:21][CH:20]([CH:22]=[O:23])[CH2:19]1)=[O:17])([CH3:14])([CH3:13])[CH3:12]. The catalyst class is: 2. (6) Reactant: [CH2:1]([N:8]([C:34]([O:36][C:37]([CH3:40])([CH3:39])[CH3:38])=[O:35])[C:9]1[CH:14]=[CH:13][C:12]([C:15]2[N:20]=[CH:19][N:18]=[C:17]([NH:21][C@H:22]([C:30]([O:32]C)=[O:31])[CH2:23][C:24]3[CH:29]=[CH:28][CH:27]=[CH:26][CH:25]=3)[CH:16]=2)=[CH:11][CH:10]=1)[C:2]1[CH:7]=[CH:6][CH:5]=[CH:4][CH:3]=1.[OH-].[Na+]. Product: [CH2:1]([N:8]([C:34]([O:36][C:37]([CH3:40])([CH3:39])[CH3:38])=[O:35])[C:9]1[CH:10]=[CH:11][C:12]([C:15]2[N:20]=[CH:19][N:18]=[C:17]([NH:21][C@H:22]([C:30]([OH:32])=[O:31])[CH2:23][C:24]3[CH:29]=[CH:28][CH:27]=[CH:26][CH:25]=3)[CH:16]=2)=[CH:13][CH:14]=1)[C:2]1[CH:7]=[CH:6][CH:5]=[CH:4][CH:3]=1. The catalyst class is: 5. (7) The catalyst class is: 1. Reactant: [H-].[H-].[H-].[H-].[Li+].[Al+3].[NH2:7][CH:8]([C:17]1[CH:22]=[CH:21][CH:20]=[CH:19][CH:18]=1)[C:9]([N:11]1[CH2:16][CH2:15][O:14][CH2:13][CH2:12]1)=O. Product: [N:11]1([CH2:9][CH:8]([NH2:7])[C:17]2[CH:18]=[CH:19][CH:20]=[CH:21][CH:22]=2)[CH2:16][CH2:15][O:14][CH2:13][CH2:12]1.